From a dataset of Reaction yield outcomes from USPTO patents with 853,638 reactions. Predict the reaction yield, written as a fraction of the theoretical maximum amount of product (1.0 means a 100% yield; for example, 0.34 means a 34% yield). (1) The reactants are [CH2:1]([Zn]CC)C.ClCI.[Si:9]([O:16][CH2:17][CH2:18][C:19](=[CH2:22])[CH2:20][OH:21])([C:12]([CH3:15])([CH3:14])[CH3:13])([CH3:11])[CH3:10].[NH4+].[Cl-]. The catalyst is C(Cl)Cl. The product is [Si:9]([O:16][CH2:17][CH2:18][C:19]1([CH2:20][OH:21])[CH2:1][CH2:22]1)([C:12]([CH3:15])([CH3:14])[CH3:13])([CH3:10])[CH3:11]. The yield is 0.970. (2) The reactants are Br[C:2]1[N:7]=[N:6][C:5]([NH2:8])=[N:4][C:3]=1[C:9]1[CH:14]=[CH:13][CH:12]=[CH:11][CH:10]=1.[Br:15][C:16]1[CH:17]=[C:18](B(O)O)[CH:19]=[CH:20][CH:21]=1. No catalyst specified. The product is [Br:15][C:16]1[CH:21]=[C:20]([C:2]2[N:7]=[N:6][C:5]([NH2:8])=[N:4][C:3]=2[C:9]2[CH:14]=[CH:13][CH:12]=[CH:11][CH:10]=2)[CH:19]=[CH:18][CH:17]=1. The yield is 0.520. (3) The reactants are C([O:8][C:9]1[CH:10]=[CH:11][C:12]([C:15]2[N:19]([C:20]3[CH:21]=[N:22][CH:23]=[CH:24][CH:25]=3)[N:18]=[C:17]([C:26]([O:28][CH2:29][CH3:30])=[O:27])[CH:16]=2)=[N:13][CH:14]=1)C1C=CC=CC=1.C(OCC)(=O)C.[H][H]. The catalyst is C(O)C.[Pd]. The product is [OH:8][C:9]1[CH:10]=[CH:11][C:12]([C:15]2[N:19]([C:20]3[CH:21]=[N:22][CH:23]=[CH:24][CH:25]=3)[N:18]=[C:17]([C:26]([O:28][CH2:29][CH3:30])=[O:27])[CH:16]=2)=[N:13][CH:14]=1. The yield is 0.970. (4) The reactants are NC(C1C=CC2C(=CC=C(O[C@H]3CC[C@H](C(C)(C)C)CC3)C=2)N=1)(C)CO.C(O)(C(F)(F)F)=O.C([O:36][C:37](=O)[C:38]([NH2:65])([C:40]1[CH:49]=[CH:48][C:47]2[C:42](=[CH:43][CH:44]=[C:45]([O:54][C@H:55]3[CH2:60][CH2:59][C@H:58]([C:61]([CH3:64])([CH3:63])[CH3:62])[CH2:57][CH2:56]3)[C:46]=2[C:50]([F:53])([F:52])[F:51])[N:41]=1)[CH3:39])C. No catalyst specified. The product is [NH2:65][C:38]([C:40]1[CH:49]=[CH:48][C:47]2[C:42](=[CH:43][CH:44]=[C:45]([O:54][C@H:55]3[CH2:56][CH2:57][C@H:58]([C:61]([CH3:64])([CH3:63])[CH3:62])[CH2:59][CH2:60]3)[C:46]=2[C:50]([F:51])([F:52])[F:53])[N:41]=1)([CH3:39])[CH2:37][OH:36]. The yield is 0.490. (5) The reactants are [CH3:1][O:2][C:3]1[CH:4]=[C:5]2[C:10](=[CH:11][CH:12]=1)[N:9]=[CH:8][CH:7]=[CH:6]2.[OH:13]O.[OH-].[Na+]. The catalyst is CC(O)=O. The product is [CH3:1][O:2][C:3]1[CH:4]=[C:5]2[C:10](=[CH:11][CH:12]=1)[N+:9]([O-:13])=[CH:8][CH:7]=[CH:6]2. The yield is 0.550. (6) The reactants are [Cl:1][C:2]1[C:3]([F:11])=[N:4][C:5]([F:10])=[C:6]([F:9])[C:7]=1F.C(OCC1C=CC=CC=1)(=O)[CH2:13][C:14]([O:16][CH2:17][C:18]1[CH:23]=[CH:22][CH:21]=[CH:20][CH:19]=1)=[O:15].[H-].[Na+].[Cl-].[NH4+]. The catalyst is CN(C=O)C.CS(C)=O.O. The product is [CH2:17]([O:16][C:14](=[O:15])[CH2:13][C:7]1[C:6]([F:9])=[C:5]([F:10])[N:4]=[C:3]([F:11])[C:2]=1[Cl:1])[C:18]1[CH:23]=[CH:22][CH:21]=[CH:20][CH:19]=1. The yield is 0.740. (7) The reactants are [OH:1][C:2]1[CH:3]=[CH:4][CH:5]=[C:6]2[C:11]=1[N:10]=[C:9]([CH:12]=[N:13]O)[CH:8]=[CH:7]2. The catalyst is [Pd].[C].CO. The product is [NH2:13][CH2:12][C:9]1[CH:8]=[CH:7][C:6]2[C:11](=[C:2]([OH:1])[CH:3]=[CH:4][CH:5]=2)[N:10]=1. The yield is 0.820. (8) The reactants are [Br:1][C:2]1[CH:11]=[C:10]2[C:5]([C:6](=[O:21])[CH:7](C(OCC)=O)[C:8](=[O:15])[N:9]2[CH:12]([CH3:14])[CH3:13])=[CH:4][CH:3]=1.[OH-].[Na+].Cl. The catalyst is CN1C(=O)CCC1. The product is [Br:1][C:2]1[CH:11]=[C:10]2[C:5]([C:6]([OH:21])=[CH:7][C:8](=[O:15])[N:9]2[CH:12]([CH3:13])[CH3:14])=[CH:4][CH:3]=1. The yield is 0.910. (9) The reactants are Br[C:2]1[C:3]([CH3:24])=[C:4]([CH:21]=[CH:22][CH:23]=1)[CH2:5][NH:6][C:7]1[CH:20]=[CH:19][C:10]2[C@H:11]([CH2:14][C:15]([O:17][CH3:18])=[O:16])[CH2:12][O:13][C:9]=2[CH:8]=1.[CH3:25][C:26]1[CH:27]=[CH:28][C:29]2[O:30][CH2:31][CH2:32][NH:33][C:34]=2[N:35]=1.C(=O)([O-])[O-].[Cs+].[Cs+].C1(P(C2C=CC=CC=2)C2C3OC4C(=CC=CC=4P(C4C=CC=CC=4)C4C=CC=CC=4)C(C)(C)C=3C=CC=2)C=CC=CC=1. The catalyst is C1(C)C=CC=CC=1.C1C=CC(/C=C/C(/C=C/C2C=CC=CC=2)=O)=CC=1.C1C=CC(/C=C/C(/C=C/C2C=CC=CC=2)=O)=CC=1.C1C=CC(/C=C/C(/C=C/C2C=CC=CC=2)=O)=CC=1.[Pd].[Pd].C(OCC)(=O)C.O. The product is [CH3:24][C:3]1[C:2]([N:33]2[CH2:32][CH2:31][O:30][C:29]3[CH:28]=[CH:27][C:26]([CH3:25])=[N:35][C:34]2=3)=[CH:23][CH:22]=[CH:21][C:4]=1[CH2:5][NH:6][C:7]1[CH:20]=[CH:19][C:10]2[C@H:11]([CH2:14][C:15]([O:17][CH3:18])=[O:16])[CH2:12][O:13][C:9]=2[CH:8]=1. The yield is 0.840. (10) The product is [F:13][CH2:14][C:15]([CH2:53][F:54])([OH:52])[CH2:16][O:17][C@H:18]1[CH2:23][CH2:22][C@H:21]([N:24]2[C:29](=[O:30])[C:28]([CH2:31][C:32]3[CH:37]=[CH:36][C:35]([C:38]4[CH:43]=[CH:42][CH:41]=[CH:40][C:39]=4[C:44]4[NH:3][C:4](=[O:7])[O:5][N:45]=4)=[CH:34][CH:33]=3)=[C:27]([CH2:46][CH2:47][CH3:48])[N:26]3[N:49]=[CH:50][N:51]=[C:25]23)[CH2:20][CH2:19]1. The yield is 0.610. The catalyst is O.C(OCC)(=O)C. The reactants are [Cl-].O[NH3+:3].[C:4](=[O:7])([O-])[OH:5].[Na+].CS(C)=O.[F:13][CH2:14][C:15]([CH2:53][F:54])([OH:52])[CH2:16][O:17][C@H:18]1[CH2:23][CH2:22][C@H:21]([N:24]2[C:29](=[O:30])[C:28]([CH2:31][C:32]3[CH:37]=[CH:36][C:35]([C:38]4[C:39]([C:44]#[N:45])=[CH:40][CH:41]=[CH:42][CH:43]=4)=[CH:34][CH:33]=3)=[C:27]([CH2:46][CH2:47][CH3:48])[N:26]3[N:49]=[CH:50][N:51]=[C:25]23)[CH2:20][CH2:19]1.